This data is from Full USPTO retrosynthesis dataset with 1.9M reactions from patents (1976-2016). The task is: Predict the reactants needed to synthesize the given product. (1) Given the product [Cl:13][C:14]1[CH:28]=[C:27]([O:29][CH2:30][CH:31]=[C:32]([Cl:34])[Cl:33])[CH:26]=[C:25]([Cl:35])[C:15]=1[O:16][CH2:17][CH2:18][CH2:19][O:1][C:2]1[CH:3]=[CH:4][C:5]([CH:8]=[CH:9][C:10](=[O:12])[CH3:11])=[CH:6][CH:7]=1, predict the reactants needed to synthesize it. The reactants are: [OH:1][C:2]1[CH:7]=[CH:6][C:5]([CH:8]=[CH:9][C:10](=[O:12])[CH3:11])=[CH:4][CH:3]=1.[Cl:13][C:14]1[CH:28]=[C:27]([O:29][CH2:30][CH:31]=[C:32]([Cl:34])[Cl:33])[CH:26]=[C:25]([Cl:35])[C:15]=1[O:16][CH2:17][CH2:18][CH2:19]OS(C)(=O)=O.C(=O)([O-])[O-].[K+].[K+].O. (2) Given the product [NH2:1][C:4]1[C:13]2[N:12]=[CH:11][CH:10]=[N:9][C:8]=2[C:7]([C:14]#[N:15])=[CH:6][CH:5]=1, predict the reactants needed to synthesize it. The reactants are: [N+:1]([C:4]1[C:13]2[N:12]=[CH:11][CH:10]=[N:9][C:8]=2[C:7]([C:14]#[N:15])=[CH:6][CH:5]=1)([O-])=O. (3) Given the product [CH3:19][CH:20]1[NH:21][CH:22]([CH3:26])[CH2:23][N:24]([C:16]([C:14]2[S:15][C:11]([C:3]3[C:2]([CH3:1])=[C:6]([C:7]([F:8])([F:9])[F:10])[O:5][N:4]=3)=[CH:12][CH:13]=2)=[O:18])[CH2:25]1, predict the reactants needed to synthesize it. The reactants are: [CH3:1][C:2]1[C:3]([C:11]2[S:15][C:14]([C:16]([OH:18])=O)=[CH:13][CH:12]=2)=[N:4][O:5][C:6]=1[C:7]([F:10])([F:9])[F:8].[CH3:19][C@H:20]1[CH2:25][NH:24][CH2:23][C@@H:22]([CH3:26])[NH:21]1.C1COCC1.N1CCNCC1. (4) The reactants are: [C:1]([O:9][C@@H:10]1[CH2:18][C@@H:13]2[O:14][C:15](=[O:17])[CH2:16][C@@H:12]2[C@H:11]1/[CH:19]=[CH:20]/[C:21](=[O:27])[CH2:22][CH2:23][CH2:24][CH2:25][CH3:26])(=[O:8])[C:2]1[CH:7]=[CH:6][CH:5]=[CH:4][CH:3]=1.[CH3:28][Mg]Br. Given the product [C:1]([O:9][C@@H:10]1[CH2:18][C@@H:13]2[O:14][C:15](=[O:17])[CH2:16][C@@H:12]2[C@H:11]1/[CH:19]=[CH:20]/[C:21]([OH:27])([CH3:28])[CH2:22][CH2:23][CH2:24][CH2:25][CH3:26])(=[O:8])[C:2]1[CH:7]=[CH:6][CH:5]=[CH:4][CH:3]=1, predict the reactants needed to synthesize it. (5) The reactants are: C[O:2][C:3]1[C:4](=[O:22])[N:5]([CH3:21])[N:6]=[CH:7][C:8]=1[C:9]1[C:10](=[O:20])[N:11]([CH3:19])[C:12]([C:15]([F:18])([F:17])[F:16])=[CH:13][CH:14]=1.N1CCOCC1. Given the product [OH:2][C:3]1[C:4](=[O:22])[N:5]([CH3:21])[N:6]=[CH:7][C:8]=1[C:9]1[C:10](=[O:20])[N:11]([CH3:19])[C:12]([C:15]([F:17])([F:18])[F:16])=[CH:13][CH:14]=1, predict the reactants needed to synthesize it.